This data is from Human liver microsome stability data. The task is: Regression/Classification. Given a drug SMILES string, predict its absorption, distribution, metabolism, or excretion properties. Task type varies by dataset: regression for continuous measurements (e.g., permeability, clearance, half-life) or binary classification for categorical outcomes (e.g., BBB penetration, CYP inhibition). Dataset: hlm. (1) The molecule is CN[C@@H]1Cc2ccccc2[C@H](c2ccc(Cl)c(Cl)c2)C1. The result is 0 (unstable in human liver microsomes). (2) The compound is CCOC(C(=O)Nc1ccc(Cl)cc1Cl)c1cnc2ccccc2c1. The result is 0 (unstable in human liver microsomes). (3) The molecule is O=c1n(Cc2nc3ccccc3n2CCCC2(O)CC2)c2cnccc2n1C1CC1. The result is 1 (stable in human liver microsomes). (4) The compound is CS(=O)(=O)c1cccc(Oc2cccc(-c3ccnc4c(Cl)cccc34)c2)c1. The result is 0 (unstable in human liver microsomes).